Dataset: Serine/threonine kinase 33 screen with 319,792 compounds. Task: Binary Classification. Given a drug SMILES string, predict its activity (active/inactive) in a high-throughput screening assay against a specified biological target. (1) The compound is S=C(Nc1c(F)cccc1)C(/[n+]1ccccc1)=C(\[O-])c1ccc(OC(F)F)cc1. The result is 0 (inactive). (2) The molecule is S(c1c(C(=O)Nc2ccc(cc2)C(=O)N(C)C)cccc1)c1c(cccc1)C#N. The result is 0 (inactive).